Task: Predict the product of the given reaction.. Dataset: Forward reaction prediction with 1.9M reactions from USPTO patents (1976-2016) (1) Given the reactants C(OC([N:8]1[CH2:13][CH2:12][CH:11]([C:14]2[C:19]([CH3:20])=[CH:18][CH:17]=[CH:16][C:15]=2[F:21])[CH2:10][CH2:9]1)=O)(C)(C)C.[ClH:22].CCOCC, predict the reaction product. The product is: [ClH:22].[F:21][C:15]1[CH:16]=[CH:17][CH:18]=[C:19]([CH3:20])[C:14]=1[CH:11]1[CH2:10][CH2:9][NH:8][CH2:13][CH2:12]1. (2) Given the reactants Br[C:2]1[S:3][CH:4]=[C:5]([CH2:7][N:8]([C:15]2[CH:20]=[CH:19][C:18]([F:21])=[CH:17][CH:16]=2)[C:9](=[O:14])[C:10]([CH3:13])([CH3:12])[CH3:11])[N:6]=1.[N:22]1[CH:27]=[CH:26][CH:25]=[CH:24][C:23]=1[N:28]1[CH2:33][CH2:32][NH:31][CH2:30][CH2:29]1, predict the reaction product. The product is: [F:21][C:18]1[CH:19]=[CH:20][C:15]([N:8]([CH2:7][C:5]2[N:6]=[C:2]([N:31]3[CH2:32][CH2:33][N:28]([C:23]4[CH:24]=[CH:25][CH:26]=[CH:27][N:22]=4)[CH2:29][CH2:30]3)[S:3][CH:4]=2)[C:9](=[O:14])[C:10]([CH3:13])([CH3:12])[CH3:11])=[CH:16][CH:17]=1. (3) Given the reactants [CH3:1][O:2][C:3]1[CH:12]=[CH:11][C:10]([S:13]([CH3:16])(=[O:15])=[O:14])=[CH:9][C:4]=1[C:5]([O:7]C)=[O:6].[OH-].[K+], predict the reaction product. The product is: [CH3:1][O:2][C:3]1[CH:12]=[CH:11][C:10]([S:13]([CH3:16])(=[O:15])=[O:14])=[CH:9][C:4]=1[C:5]([OH:7])=[O:6].